From a dataset of Reaction yield outcomes from USPTO patents with 853,638 reactions. Predict the reaction yield, written as a fraction of the theoretical maximum amount of product (1.0 means a 100% yield; for example, 0.34 means a 34% yield). (1) The reactants are [C:1]1([NH:7][C:8](=[O:27])[NH:9][NH:10][C:11](=O)[C:12]2[CH:17]=[CH:16][CH:15]=[CH:14][C:13]=2[O:18][CH2:19][C:20]2[CH:25]=[CH:24][N:23]=[CH:22][CH:21]=2)[CH:6]=[CH:5][CH:4]=[CH:3][CH:2]=1.C1(P(C2C=CC=CC=2)C2C=CC=CC=2)C=CC=CC=1.C(Cl)(Cl)(Cl)Cl.C(N(CC)CC)C. The catalyst is C(OCC)(=O)C.O1CCCC1.C(Cl)Cl. The product is [C:1]1([NH:7][C:8]2[O:27][C:11]([C:12]3[CH:17]=[CH:16][CH:15]=[CH:14][C:13]=3[O:18][CH2:19][C:20]3[CH:21]=[CH:22][N:23]=[CH:24][CH:25]=3)=[N:10][N:9]=2)[CH:2]=[CH:3][CH:4]=[CH:5][CH:6]=1. The yield is 0.400. (2) The reactants are Br[C:2]1[CH:3]=[CH:4][C:5]2[N:6]([CH2:32][CH:33]([CH3:35])[CH3:34])[C:7]3[C:12]([C:13]=2[CH:14]=1)=[CH:11][C:10]([C:15]1[CH:16]=[CH:17][C:18]2[N:19]([CH2:28][CH:29]([CH3:31])[CH3:30])[C:20]4[C:25]([C:26]=2[CH:27]=1)=[CH:24][CH:23]=[CH:22][CH:21]=4)=[CH:9][CH:8]=3.[CH2:36]([Sn](CCCC)(CCCC)CCCC)[CH:37]=[CH2:38].[Li+].[Cl-]. The catalyst is C1C=CC([P]([Pd]([P](C2C=CC=CC=2)(C2C=CC=CC=2)C2C=CC=CC=2)([P](C2C=CC=CC=2)(C2C=CC=CC=2)C2C=CC=CC=2)[P](C2C=CC=CC=2)(C2C=CC=CC=2)C2C=CC=CC=2)(C2C=CC=CC=2)C2C=CC=CC=2)=CC=1.C1COCC1. The product is [CH2:38]([C:2]1[CH:3]=[CH:4][C:5]2[N:6]([CH2:32][CH:33]([CH3:35])[CH3:34])[C:7]3[C:12]([C:13]=2[CH:14]=1)=[CH:11][C:10]([C:15]1[CH:16]=[CH:17][C:18]2[N:19]([CH2:28][CH:29]([CH3:31])[CH3:30])[C:20]4[C:25]([C:26]=2[CH:27]=1)=[CH:24][CH:23]=[CH:22][CH:21]=4)=[CH:9][CH:8]=3)[CH:37]=[CH2:36]. The yield is 0.610. (3) The reactants are [C:1](=O)([O-])[O-].[K+].[K+].CI.[F:9][C:10]([F:24])([F:23])[C:11]([NH:13][C:14]1[CH:15]=[C:16]2[C:20](=[CH:21][CH:22]=1)[NH:19][N:18]=[CH:17]2)=[O:12].O. The catalyst is CN(C)C=O. The product is [F:24][C:10]([F:9])([F:23])[C:11]([N:13]([C:14]1[CH:15]=[C:16]2[C:20](=[CH:21][CH:22]=1)[NH:19][N:18]=[CH:17]2)[CH3:1])=[O:12]. The yield is 0.640. (4) The reactants are [C:1]1([CH3:7])C=CC=CC=1.O.[Cl:9][C:10]1[CH:15]=[CH:14][C:13]([C:16]([C:18]2[CH:23]=[CH:22][C:21]([N+:24]([O-:26])=[O:25])=[CH:20][CH:19]=2)=[O:17])=[CH:12][CH:11]=1.C1(C)C=CC(S(O)(=O)=[O:34])=CC=1. The catalyst is C(O)CO. The product is [Cl:9][C:10]1[CH:11]=[CH:12][C:13]([C:16]2([C:18]3[CH:23]=[CH:22][C:21]([N+:24]([O-:26])=[O:25])=[CH:20][CH:19]=3)[O:34][CH2:1][CH2:7][O:17]2)=[CH:14][CH:15]=1. The yield is 0.910. (5) The reactants are [F:1][C:2]1[C:3](F)=[CH:4][C:5]2[O:10][CH2:9][N:8]([C:11]3[CH:16]=[CH:15][C:14]([N+:17]([O-:19])=[O:18])=[CH:13][CH:12]=3)[C:7](=[O:20])[C:6]=2[CH:21]=1.[CH3:23][NH2:24].O. The catalyst is CS(C)=O. The product is [F:1][C:2]1[C:3]([NH:24][CH3:23])=[CH:4][C:5]2[O:10][CH2:9][N:8]([C:11]3[CH:16]=[CH:15][C:14]([N+:17]([O-:19])=[O:18])=[CH:13][CH:12]=3)[C:7](=[O:20])[C:6]=2[CH:21]=1. The yield is 0.810. (6) The reactants are Cl.[NH2:2][CH2:3][C:4]1[CH:5]=[C:6]2[C:10](=[CH:11][CH:12]=1)[C:9](=[O:13])[N:8]([CH:14]1[CH2:19][CH2:18][C:17](=[O:20])[NH:16][C:15]1=[O:21])[C:7]2=[O:22].[CH3:23][O:24][C:25]1[CH:26]=[C:27]([N:31]=[C:32]=[O:33])[CH:28]=[CH:29][CH:30]=1.CCN(C(C)C)C(C)C. The catalyst is C1COCC1. The product is [O:21]=[C:15]1[CH:14]([N:8]2[C:7](=[O:22])[C:6]3[C:10](=[CH:11][CH:12]=[C:4]([CH2:3][NH:2][C:32]([NH:31][C:27]4[CH:28]=[CH:29][CH:30]=[C:25]([O:24][CH3:23])[CH:26]=4)=[O:33])[CH:5]=3)[C:9]2=[O:13])[CH2:19][CH2:18][C:17](=[O:20])[NH:16]1. The yield is 0.0600. (7) The yield is 0.720. The catalyst is O1CCCC1.C1(C)C=CC=CC=1. The product is [CH3:1][C:2]([NH:7][C:8](=[O:9])[O:10][CH2:11][C:12]1[CH:17]=[CH:16][CH:15]=[CH:14][CH:13]=1)([CH3:6])[CH2:3][S:4][CH3:5]. The reactants are [CH3:1][C:2]([NH2:7])([CH3:6])[CH2:3][S:4][CH3:5].[C:8](Cl)([O:10][CH2:11][C:12]1[CH:17]=[CH:16][CH:15]=[CH:14][CH:13]=1)=[O:9].C(N(CC)CC)C.